From a dataset of NCI-60 drug combinations with 297,098 pairs across 59 cell lines. Regression. Given two drug SMILES strings and cell line genomic features, predict the synergy score measuring deviation from expected non-interaction effect. Drug 1: CC1=C(C=C(C=C1)NC2=NC=CC(=N2)N(C)C3=CC4=NN(C(=C4C=C3)C)C)S(=O)(=O)N.Cl. Drug 2: C1=CC=C(C(=C1)C(C2=CC=C(C=C2)Cl)C(Cl)Cl)Cl. Cell line: ACHN. Synergy scores: CSS=15.4, Synergy_ZIP=-2.67, Synergy_Bliss=2.86, Synergy_Loewe=-2.42, Synergy_HSA=3.61.